From a dataset of Forward reaction prediction with 1.9M reactions from USPTO patents (1976-2016). Predict the product of the given reaction. (1) Given the reactants [C:1]([O:5][C:6]([N:8]([CH3:48])[C@H:9]([C:13]([NH:15][C@H:16]([C:20]([N:22]([C@@H:24]([C@@H:44]([CH3:47])[CH2:45][CH3:46])[C@H:25]([O:42][CH3:43])[CH2:26][C:27]([N:29]1[CH2:33][CH2:32][CH2:31][C@H:30]1[C@H:34]([O:40][CH3:41])[C@H:35]([C:37](O)=[O:38])[CH3:36])=[O:28])[CH3:23])=[O:21])[CH:17]([CH3:19])[CH3:18])=[O:14])[CH:10]([CH3:12])[CH3:11])=[O:7])([CH3:4])([CH3:3])[CH3:2].[CH2:49]([S:56]([CH2:59][C@@H:60]([NH2:68])[CH2:61][C:62]1[CH:67]=[CH:66][CH:65]=[CH:64][CH:63]=1)(=[O:58])=[O:57])[C:50]1[CH:55]=[CH:54][CH:53]=[CH:52][CH:51]=1, predict the reaction product. The product is: [C:1]([O:5][C:6]([N:8]([CH3:48])[C@H:9]([C:13]([NH:15][C@H:16]([C:20]([N:22]([C@@H:24]([C@@H:44]([CH3:47])[CH2:45][CH3:46])[C@H:25]([O:42][CH3:43])[CH2:26][C:27]([N:29]1[CH2:33][CH2:32][CH2:31][C@H:30]1[C@H:34]([O:40][CH3:41])[C@@H:35]([CH3:36])[C:37]([NH:68][C@@H:60]([CH2:61][C:62]1[CH:63]=[CH:64][CH:65]=[CH:66][CH:67]=1)[CH2:59][S:56]([CH2:49][C:50]1[CH:51]=[CH:52][CH:53]=[CH:54][CH:55]=1)(=[O:58])=[O:57])=[O:38])=[O:28])[CH3:23])=[O:21])[CH:17]([CH3:19])[CH3:18])=[O:14])[CH:10]([CH3:11])[CH3:12])=[O:7])([CH3:2])([CH3:4])[CH3:3]. (2) Given the reactants C([C@H]1COC(C2C=CC=CN=2)=N1)(C)(C)C.[NH4+].F[P-](F)(F)(F)(F)F.[CH3:24][O:25][C:26]([C:28]1[CH:33]=[CH:32][C:31](B(O)O)=[CH:30][CH:29]=1)=[O:27].ClC(Cl)C.[OH:41][C:42]1[CH:51]=[C:50]2[C:45]([C:46](=[O:52])[CH:47]=[CH:48][O:49]2)=[CH:44][CH:43]=1.O, predict the reaction product. The product is: [OH:41][C:42]1[CH:51]=[C:50]2[C:45]([C:46](=[O:52])[CH2:47][C@H:48]([C:31]3[CH:32]=[CH:33][C:28]([C:26]([O:25][CH3:24])=[O:27])=[CH:29][CH:30]=3)[O:49]2)=[CH:44][CH:43]=1. (3) Given the reactants [CH3:1][C:2]1[CH:7]=[CH:6][C:5]([NH2:8])=[CH:4][C:3]=1[N+:9]([O-:11])=[O:10].O=[CH:13][C@@H:14]([C@@H:16]([C@@H:18]([CH2:20][OH:21])[OH:19])[OH:17])[OH:15], predict the reaction product. The product is: [CH3:1][C:2]1[CH:7]=[CH:6][C:5]([NH:8][CH:13]2[CH:14]([OH:15])[CH:16]([OH:17])[CH:18]([OH:19])[CH2:20][O:21]2)=[CH:4][C:3]=1[N+:9]([O-:11])=[O:10]. (4) Given the reactants [C:1]1([N:7]2[C:11]([C:12]3[CH:17]=[CH:16][CH:15]=[CH:14][CH:13]=3)=[CH:10][CH:9]=[C:8]2[C:18]2[CH:19]=[C:20]3[C:25](=[CH:26][CH:27]=2)[CH:24]=[C:23]([O:28][CH2:29][C:30]#[N:31])[CH:22]=[CH:21]3)[CH:6]=[CH:5][CH:4]=[CH:3][CH:2]=1.[Cl-].[NH4+].[N-:34]=[N+:35]=[N-:36].[Na+], predict the reaction product. The product is: [C:1]1([N:7]2[C:11]([C:12]3[CH:13]=[CH:14][CH:15]=[CH:16][CH:17]=3)=[CH:10][CH:9]=[C:8]2[C:18]2[CH:19]=[C:20]3[C:25](=[CH:26][CH:27]=2)[CH:24]=[C:23]([O:28][CH2:29][C:30]2[NH:36][N:35]=[N:34][N:31]=2)[CH:22]=[CH:21]3)[CH:2]=[CH:3][CH:4]=[CH:5][CH:6]=1. (5) The product is: [CH3:21][O:20][C:17]1[CH:18]=[CH:19][C:14]([CH:13]2[CH2:12][C:11](=[O:22])[CH2:10][CH:9]([C:6]3[CH:5]=[CH:4][C:3]([O:2][CH3:1])=[CH:8][CH:7]=3)[N:24]2[CH3:23])=[CH:15][CH:16]=1. Given the reactants [CH3:1][O:2][C:3]1[CH:8]=[CH:7][C:6]([CH:9]=[CH:10][C:11](=[O:22])[CH:12]=[CH:13][C:14]2[CH:19]=[CH:18][C:17]([O:20][CH3:21])=[CH:16][CH:15]=2)=[CH:5][CH:4]=1.[CH3:23][NH2:24].O, predict the reaction product. (6) Given the reactants [CH:1]1([S:4]([C:7]2[CH:12]=[CH:11][C:10]([CH:13]([C:21]3[NH:25][C:24]([C:26]4[N:31]=[CH:30][C:29]([CH:32]=O)=[CH:28][CH:27]=4)=[CH:23][CH:22]=3)[CH2:14][CH:15]3[CH2:20][CH2:19][O:18][CH2:17][CH2:16]3)=[CH:9][CH:8]=2)(=[O:6])=[O:5])[CH2:3][CH2:2]1.[C:34]([N:37]1[CH2:42][CH2:41][NH:40][CH2:39][CH2:38]1)(=[O:36])[CH3:35].C(O[BH-](OC(=O)C)OC(=O)C)(=O)C.[Na+], predict the reaction product. The product is: [C:34]([N:37]1[CH2:42][CH2:41][N:40]([CH2:32][C:29]2[CH:30]=[N:31][C:26]([C:24]3[NH:25][C:21]([CH:13]([C:10]4[CH:11]=[CH:12][C:7]([S:4]([CH:1]5[CH2:2][CH2:3]5)(=[O:6])=[O:5])=[CH:8][CH:9]=4)[CH2:14][CH:15]4[CH2:20][CH2:19][O:18][CH2:17][CH2:16]4)=[CH:22][CH:23]=3)=[CH:27][CH:28]=2)[CH2:39][CH2:38]1)(=[O:36])[CH3:35]. (7) Given the reactants [Cl:1][C:2]1[CH:3]=[C:4](OS(C(F)(F)F)(=O)=O)[CH:5]=[C:6]([Cl:31])[C:7]=1[CH2:8][C@@H:9]1[CH2:13][CH2:12][N:11]([C@H:14]2[CH2:22][CH2:21][C:20]3[C:16](=[CH:17][N:18](S(C(F)(F)F)(=O)=O)[N:19]=3)[CH2:15]2)[C:10]1=[O:30].Cl.[F:41][C:42]([F:50])([F:49])[CH:43]1CCNCC1.[CH2:51]([N:53]([CH2:56][CH3:57])[CH2:54][CH3:55])C.[C]=[O:59], predict the reaction product. The product is: [Cl:31][C:6]1[CH:5]=[C:4]([C:51]([N:53]2[CH2:56][CH2:57][CH:43]([C:42]([F:50])([F:49])[F:41])[CH2:55][CH2:54]2)=[O:59])[CH:3]=[C:2]([Cl:1])[C:7]=1[CH2:8][C@@H:9]1[CH2:13][CH2:12][N:11]([C@H:14]2[CH2:22][CH2:21][C:20]3[C:16](=[CH:17][NH:18][N:19]=3)[CH2:15]2)[C:10]1=[O:30]. (8) Given the reactants Cl[C:2]1[CH:3]=[CH:4][C:5]2[N:6]([N:8]=[CH:9][N:10]=2)[N:7]=1.[CH2:11]([NH:18][CH:19]1[CH2:23][CH2:22][CH2:21][CH2:20]1)[C:12]1[CH:17]=[CH:16][CH:15]=[CH:14][CH:13]=1, predict the reaction product. The product is: [CH2:11]([N:18]([CH:19]1[CH2:20][CH2:21][CH2:22][CH2:23]1)[C:2]1[CH:3]=[CH:4][C:5]2[N:6]([N:8]=[CH:9][N:10]=2)[N:7]=1)[C:12]1[CH:17]=[CH:16][CH:15]=[CH:14][CH:13]=1.